From a dataset of Forward reaction prediction with 1.9M reactions from USPTO patents (1976-2016). Predict the product of the given reaction. (1) Given the reactants [Cl:1][C:2]1[CH:3]=[C:4]([CH3:14])[C:5]2[NH:10]C(=O)[O:8][C:7](=O)[C:6]=2[CH:13]=1.C(OCC)(=O)C.C(O)(=O)C.[CH3:25][NH2:26], predict the reaction product. The product is: [NH2:10][C:5]1[C:4]([CH3:14])=[CH:3][C:2]([Cl:1])=[CH:13][C:6]=1[C:7]([NH:26][CH3:25])=[O:8]. (2) Given the reactants [Br:1][C:2]1[C:3]([OH:11])=[C:4]([C:7]([O:9][CH3:10])=[O:8])[S:5][CH:6]=1.Br[CH:13]([CH3:21])[C:14]([O:16][C:17]([CH3:20])([CH3:19])[CH3:18])=[O:15].C(=O)([O-])[O-].[K+].[K+].CN(C=O)C, predict the reaction product. The product is: [Br:1][C:2]1[C:3]([O:11][CH:13]([CH3:21])[C:14]([O:16][C:17]([CH3:20])([CH3:19])[CH3:18])=[O:15])=[C:4]([C:7]([O:9][CH3:10])=[O:8])[S:5][CH:6]=1. (3) Given the reactants [Br:1][C:2]1[CH:7]=[CH:6][C:5]([NH2:8])=[C:4]([CH3:9])[CH:3]=1.[F:10][C:11]([F:22])([F:21])[C:12](O[C:12](=[O:13])[C:11]([F:22])([F:21])[F:10])=[O:13], predict the reaction product. The product is: [Br:1][C:2]1[CH:7]=[CH:6][C:5]([NH:8][C:12](=[O:13])[C:11]([F:22])([F:21])[F:10])=[C:4]([CH3:9])[CH:3]=1. (4) Given the reactants [CH:1]12[CH2:10][CH:5]3[CH2:6][CH:7]([CH2:9][CH:3]([CH2:4]3)[CH:2]1[N:11]1[C:14](=[O:15])[C:13]([CH3:17])([CH3:16])[NH:12]1)[CH2:8]2.[F:18][C:19]1[CH:20]=[C:21]([CH:24]=[CH:25][C:26]=1[F:27])[CH2:22]Br, predict the reaction product. The product is: [F:18][C:19]1[CH:20]=[C:21]([CH:24]=[CH:25][C:26]=1[F:27])[CH2:22][N:12]1[C:13]([CH3:17])([CH3:16])[C:14](=[O:15])[N:11]1[CH:2]1[CH:3]2[CH2:4][CH:5]3[CH2:6][CH:7]([CH2:8][CH:1]1[CH2:10]3)[CH2:9]2.